Dataset: Forward reaction prediction with 1.9M reactions from USPTO patents (1976-2016). Task: Predict the product of the given reaction. (1) Given the reactants Cl.[NH2:2][C@@:3]([C:7]1[CH:12]=[CH:11][CH:10]=[C:9]([C:13]([F:16])([F:15])[F:14])[CH:8]=1)([CH3:6])[CH2:4][OH:5].[C:17](O[C:17]([O:19][C:20]([CH3:23])([CH3:22])[CH3:21])=[O:18])([O:19][C:20]([CH3:23])([CH3:22])[CH3:21])=[O:18], predict the reaction product. The product is: [OH:5][CH2:4][C@:3]([NH:2][C:17](=[O:18])[O:19][C:20]([CH3:23])([CH3:22])[CH3:21])([C:7]1[CH:12]=[CH:11][CH:10]=[C:9]([C:13]([F:14])([F:15])[F:16])[CH:8]=1)[CH3:6]. (2) Given the reactants Br[CH2:2][C:3]1[O:7][N:6]=[CH:5][CH:4]=1.[CH2:8]([O:10][P:11]([O:15]CC)[O:12][CH2:13][CH3:14])[CH3:9], predict the reaction product. The product is: [CH2:8]([O:10][P:11]([CH2:2][C:3]1[O:7][N:6]=[CH:5][CH:4]=1)(=[O:15])[O:12][CH2:13][CH3:14])[CH3:9].